The task is: Predict the reactants needed to synthesize the given product.. This data is from Full USPTO retrosynthesis dataset with 1.9M reactions from patents (1976-2016). (1) Given the product [CH:29]1([C:26]2[CH:27]=[CH:28][C:23]([CH2:22][N:10]([C:7]3[CH:6]=[CH:5][C:4]([C:3]([OH:35])=[O:2])=[CH:9][CH:8]=3)[C:11]([NH:13][C:14]3[CH:19]=[C:18]([Cl:20])[CH:17]=[C:16]([Cl:21])[CH:15]=3)=[O:12])=[CH:24][CH:25]=2)[CH2:34][CH2:33][CH2:32][CH2:31][CH2:30]1, predict the reactants needed to synthesize it. The reactants are: C[O:2][C:3](=[O:35])[C:4]1[CH:9]=[CH:8][C:7]([N:10]([CH2:22][C:23]2[CH:28]=[CH:27][C:26]([CH:29]3[CH2:34][CH2:33][CH2:32][CH2:31][CH2:30]3)=[CH:25][CH:24]=2)[C:11]([NH:13][C:14]2[CH:19]=[C:18]([Cl:20])[CH:17]=[C:16]([Cl:21])[CH:15]=2)=[O:12])=[CH:6][CH:5]=1.[OH-].[Na+].Cl. (2) Given the product [Br:21][C:12]1[CH:13]=[N:14][C:15]2[C:20]([C:11]=1[NH:10][C:8]([NH:7][C:2]1[CH:3]=[N:4][CH:5]=[CH:6][N:1]=1)=[O:9])=[CH:19][CH:18]=[CH:17][CH:16]=2, predict the reactants needed to synthesize it. The reactants are: [N:1]1[CH:6]=[CH:5][N:4]=[CH:3][C:2]=1[NH:7][C:8]([NH:10][C:11]1[C:20]2[C:15](=[CH:16][CH:17]=[CH:18][CH:19]=2)[N:14]=[CH:13][CH:12]=1)=[O:9].[Br:21]NC(=O)CCC(N)=O. (3) Given the product [Cl:1][C:2]1[CH:3]=[CH:4][C:5]([C:8]2[CH:9]=[N:10][CH:11]=[C:12]3[C:17]=2[N:16]=[C:15]([C:18]([NH:39][C:40]2[CH:41]=[N:42][CH:43]=[CH:44][CH:45]=2)=[O:20])[CH:14]=[CH:13]3)=[CH:6][CH:7]=1, predict the reactants needed to synthesize it. The reactants are: [Cl:1][C:2]1[CH:7]=[CH:6][C:5]([C:8]2[CH:9]=[N:10][CH:11]=[C:12]3[C:17]=2[N:16]=[C:15]([C:18]([OH:20])=O)[CH:14]=[CH:13]3)=[CH:4][CH:3]=1.C(N(CC)C(C)C)(C)C.F[P-](F)(F)(F)(F)F.N1(OC(N(C)C)=[N+](C)C)[C:41]2[N:42]=[CH:43][CH:44]=[CH:45][C:40]=2[N:39]=N1.N1C=CC=C(N)C=1. (4) Given the product [F:12][C:9]1[C:4]([C:5]([O:7][CH3:8])=[O:6])=[CH:3][C:2]([CH3:14])=[N:11][CH:10]=1, predict the reactants needed to synthesize it. The reactants are: Br[C:2]1[CH:3]=[C:4]([C:9]([F:12])=[CH:10][N:11]=1)[C:5]([O:7][CH3:8])=[O:6].O1CCC[CH2:14]1.C[Al](C)C.[Cl-].[NH4+].